This data is from Catalyst prediction with 721,799 reactions and 888 catalyst types from USPTO. The task is: Predict which catalyst facilitates the given reaction. (1) Reactant: [Cl:1][C:2]1[N:7]=[CH:6][C:5]([CH2:8]O)=[CH:4][C:3]=1[O:10][CH3:11].S(Cl)([Cl:14])=O. Product: [Cl:1][C:2]1[C:3]([O:10][CH3:11])=[CH:4][C:5]([CH2:8][Cl:14])=[CH:6][N:7]=1. The catalyst class is: 4. (2) Product: [Si:20]([C@@:27]1([OH:67])[C@@H:31]([CH2:32][O:33][Si:34]([C:37]([CH3:39])([CH3:40])[CH3:38])([CH3:36])[CH3:35])[O:30][C@@H:29]([N:41]2[CH:48]=[C:47]([CH2:49][O:50][C@H:51]([C:56]3[CH:61]=[C:60]([O:62][CH3:63])[CH:59]=[CH:58][C:57]=3[N+:64]([O-:66])=[O:65])[C:52]([CH3:53])([CH3:55])[CH3:54])[C:45]([NH2:70])=[N:44][C:42]2=[O:43])[CH2:28]1)([C:23]([CH3:25])([CH3:24])[CH3:26])([CH3:22])[CH3:21]. The catalyst class is: 79. Reactant: C(C1C=C(C(C)C)C=C(C(C)C)C=1S(Cl)(=O)=O)(C)C.[Si:20]([C@@:27]1([OH:67])[C@@H:31]([CH2:32][O:33][Si:34]([C:37]([CH3:40])([CH3:39])[CH3:38])([CH3:36])[CH3:35])[O:30][C@@H:29]([N:41]2[CH:48]=[C:47]([CH2:49][O:50][C@H:51]([C:56]3[CH:61]=[C:60]([O:62][CH3:63])[CH:59]=[CH:58][C:57]=3[N+:64]([O-:66])=[O:65])[C:52]([CH3:55])([CH3:54])[CH3:53])[C:45](=O)[NH:44][C:42]2=[O:43])[CH2:28]1)([C:23]([CH3:26])([CH3:25])[CH3:24])([CH3:22])[CH3:21].C([N:70](CC)CC)C. (3) Reactant: C[Si](C)(C)[C:3]#[C:4][C:5]1[CH:6]=[C:7]([NH2:11])[CH:8]=[N:9][CH:10]=1.C([O-])([O-])=O.[K+].[K+]. Product: [C:4]([C:5]1[CH:6]=[C:7]([NH2:11])[CH:8]=[N:9][CH:10]=1)#[CH:3]. The catalyst class is: 5. (4) Reactant: [Cl:1][C:2]1[CH:18]=[CH:17][C:5]2[CH2:6][CH2:7][N:8]([C:11](=[O:16])[C:12]([F:15])([F:14])[F:13])[CH2:9][CH2:10][C:4]=2[C:3]=1OS(C(F)(F)F)(=O)=O.[CH:27]1([S:33][C:34]2[CH:41]=[CH:40][C:37]([CH2:38][NH2:39])=[CH:36][CH:35]=2)[CH2:32][CH2:31][CH2:30][CH2:29][CH2:28]1. Product: [Cl:1][C:2]1[CH:18]=[CH:17][C:5]2[CH2:6][CH2:7][N:8]([C:11](=[O:16])[C:12]([F:15])([F:14])[F:13])[CH2:9][CH2:10][C:4]=2[C:3]=1[NH:39][CH2:38][C:37]1[CH:40]=[CH:41][C:34]([S:33][CH:27]2[CH2:28][CH2:29][CH2:30][CH2:31][CH2:32]2)=[CH:35][CH:36]=1. The catalyst class is: 12. (5) Reactant: CS(C)=O.C(Cl)(=O)C(Cl)=O.[CH2:11]([O:18][C@@H:19]1[C@@H:27]([CH2:28][OH:29])[O:26][C@H:25]2[C@H:21]([N:22]=[C:23]([N:30]([CH3:38])[C:31](=[O:37])[O:32][C:33]([CH3:36])([CH3:35])[CH3:34])[S:24]2)[C@H:20]1[O:39][CH2:40][C:41]1[CH:46]=[CH:45][CH:44]=[CH:43][CH:42]=1)[C:12]1[CH:17]=[CH:16][CH:15]=[CH:14][CH:13]=1.C(N(CC)CC)C. Product: [CH2:11]([O:18][C@@H:19]1[C@@H:27]([CH:28]=[O:29])[O:26][C@H:25]2[C@H:21]([N:22]=[C:23]([N:30]([CH3:38])[C:31](=[O:37])[O:32][C:33]([CH3:35])([CH3:34])[CH3:36])[S:24]2)[C@H:20]1[O:39][CH2:40][C:41]1[CH:42]=[CH:43][CH:44]=[CH:45][CH:46]=1)[C:12]1[CH:13]=[CH:14][CH:15]=[CH:16][CH:17]=1. The catalyst class is: 4.